Predict the reactants needed to synthesize the given product. From a dataset of Full USPTO retrosynthesis dataset with 1.9M reactions from patents (1976-2016). (1) The reactants are: [CH:1]1([O:7][C:8]2[CH:14]=[CH:13][C:11]([NH2:12])=[CH:10][CH:9]=2)[CH2:6][CH2:5][CH2:4][CH2:3][CH2:2]1.[CH2:15]([O:22][CH2:23][C@H:24]([NH:28]C(OC(C)(C)C)=O)[C:25](O)=[O:26])[C:16]1[CH:21]=[CH:20][CH:19]=[CH:18][CH:17]=1. Given the product [NH2:28][C@@H:24]([CH2:23][O:22][CH2:15][C:16]1[CH:21]=[CH:20][CH:19]=[CH:18][CH:17]=1)[C:25]([NH:12][C:11]1[CH:10]=[CH:9][C:8]([O:7][CH:1]2[CH2:2][CH2:3][CH2:4][CH2:5][CH2:6]2)=[CH:14][CH:13]=1)=[O:26], predict the reactants needed to synthesize it. (2) Given the product [C:17]([O:16][C:14]([N:3]1[C:2]([NH2:1])=[CH:6][CH:5]=[N:4]1)=[O:15])([CH3:20])([CH3:19])[CH3:18], predict the reactants needed to synthesize it. The reactants are: [NH2:1][C:2]1[CH:6]=[CH:5][NH:4][N:3]=1.C(N(CC)CC)C.[C:14](O[C:14]([O:16][C:17]([CH3:20])([CH3:19])[CH3:18])=[O:15])([O:16][C:17]([CH3:20])([CH3:19])[CH3:18])=[O:15]. (3) Given the product [NH2:23][C@:19]1([CH2:20][OH:21])[CH2:25][CH2:26][C@H:17]([C:12]2[CH:11]=[CH:10][C:9]3[CH2:8][CH:7]([O:6][CH2:1][CH2:2][CH2:3][CH2:4][CH3:5])[CH2:16][CH2:15][C:14]=3[CH:13]=2)[CH2:18]1, predict the reactants needed to synthesize it. The reactants are: [CH2:1]([O:6][CH:7]1[CH2:16][CH2:15][C:14]2[CH:13]=[C:12]([C@H:17]3[CH2:26][CH2:25][C@@:19]4([NH:23]C(=O)[O:21][CH2:20]4)[CH2:18]3)[CH:11]=[CH:10][C:9]=2[CH2:8]1)[CH2:2][CH2:3][CH2:4][CH3:5].O.[OH-].[Li+].O1CCOCC1. (4) Given the product [CH3:19][O:15][CH2:16][CH:17]1[CH2:18][CH2:16][CH:17]2[CH:19]([CH2:18]2)[O:15]1, predict the reactants needed to synthesize it. The reactants are: C[Si]([N-][Si](C)(C)C)(C)C.[K+].CI.[Cl-].[NH4+].[O:15]1[CH2:19][CH2:18][CH2:17][CH2:16]1. (5) The reactants are: [Cl:1][C:2]1[C:3]2[CH:10]=[CH:9][NH:8][C:4]=2[N:5]=[CH:6][N:7]=1.Cl.[Cl:12][C:13]1[C:18]([C:19]2[CH:24]=[CH:23][CH:22]=[CH:21][CH:20]=2)=[CH:17][C:16]([CH2:25][NH:26][C:27]([C:29]2([NH2:35])[CH2:34][CH2:33][NH:32][CH2:31][CH2:30]2)=[O:28])=[CH:15][CH:14]=1.C(N(CC)CC)C. Given the product [ClH:1].[Cl:12][C:13]1[C:18]([C:19]2[CH:20]=[CH:21][CH:22]=[CH:23][CH:24]=2)=[CH:17][C:16]([CH2:25][NH:26][C:27]([C:29]2([NH2:35])[CH2:34][CH2:33][N:32]([C:2]3[C:3]4[CH:10]=[CH:9][NH:8][C:4]=4[N:5]=[CH:6][N:7]=3)[CH2:31][CH2:30]2)=[O:28])=[CH:15][CH:14]=1, predict the reactants needed to synthesize it.